The task is: Predict the product of the given reaction.. This data is from Forward reaction prediction with 1.9M reactions from USPTO patents (1976-2016). The product is: [CH2:20]([O:19][P:17]([CH2:16][P:11]([O:13][CH2:14][CH3:15])([C:8]1[CH:7]=[CH:6][C:5]([C:4]([OH:25])=[O:3])=[CH:10][CH:9]=1)=[O:12])([O:22][CH2:23][CH3:24])=[O:18])[CH3:21]. Given the reactants C([O:3][C:4](=[O:25])[C:5]1[CH:10]=[CH:9][C:8]([P:11]([CH2:16][P:17]([O:22][CH2:23][CH3:24])([O:19][CH2:20][CH3:21])=[O:18])([O:13][CH2:14][CH3:15])=[O:12])=[CH:7][CH:6]=1)C.[OH-].[Li+], predict the reaction product.